From a dataset of Forward reaction prediction with 1.9M reactions from USPTO patents (1976-2016). Predict the product of the given reaction. (1) The product is: [ClH:39].[OH:1][NH:2][C:3](=[O:38])[CH2:4][C:5]1([C:22]2[S:23][C:24]([C:27]3[CH:32]=[CH:31][C:30]([C:33]4[O:37][CH:36]=[N:35][CH:34]=4)=[CH:29][CH:28]=3)=[CH:25][CH:26]=2)[S:11](=[O:13])(=[O:12])[CH2:10][CH2:9][N:8]([C:14]([C:16]2[CH:21]=[CH:20][CH:19]=[CH:18][N:17]=2)=[O:15])[CH2:7][CH2:6]1. Given the reactants [OH:1][NH:2][C:3](=[O:38])[CH2:4][C@@:5]1([C:22]2[S:23][C:24]([C:27]3[CH:32]=[CH:31][C:30]([C:33]4[O:37][CH:36]=[N:35][CH:34]=4)=[CH:29][CH:28]=3)=[CH:25][CH:26]=2)[S:11](=[O:13])(=[O:12])[CH2:10][CH2:9][N:8]([C:14]([C:16]2[CH:21]=[CH:20][CH:19]=[CH:18][N:17]=2)=[O:15])[CH2:7][CH2:6]1.[ClH:39].CO, predict the reaction product. (2) Given the reactants [Cl:1][C:2]1[CH:7]=[CH:6][C:5]([CH:8](O)[C:9]2[C:10]([C:27]([O:29][CH2:30][CH3:31])=[O:28])=[N:11][N:12]([C:17]3[C:18]([O:25][CH3:26])=[N:19][C:20]([O:23][CH3:24])=[N:21][CH:22]=3)[C:13]=2[CH:14]([CH3:16])[CH3:15])=[CH:4][CH:3]=1.[CH3:33][C:34]1[N:38]2[CH:39]=[C:40]([NH2:44])[CH:41]=[C:42]([CH3:43])[C:37]2=[N:36][N:35]=1, predict the reaction product. The product is: [Cl:1][C:2]1[CH:7]=[CH:6][C:5]([CH:8]([NH:44][C:40]2[CH:41]=[C:42]([CH3:43])[C:37]3[N:38]([C:34]([CH3:33])=[N:35][N:36]=3)[CH:39]=2)[C:9]2[C:10]([C:27]([O:29][CH2:30][CH3:31])=[O:28])=[N:11][N:12]([C:17]3[C:18]([O:25][CH3:26])=[N:19][C:20]([O:23][CH3:24])=[N:21][CH:22]=3)[C:13]=2[CH:14]([CH3:15])[CH3:16])=[CH:4][CH:3]=1. (3) Given the reactants [Cl:1][C:2]1[CH:3]=[C:4]([NH:10][C:11](=[O:35])[C:12]([OH:34])([C:28]2[CH:33]=[CH:32][CH:31]=[CH:30][CH:29]=2)[CH2:13][C:14]2[CH:19]=[CH:18][CH:17]=[CH:16][C:15]=2[C:20]2[CH:25]=[CH:24]C(C=C)=[CH:22][CH:21]=2)[CH:5]=[CH:6][C:7]=1[C:8]#[N:9].C(C1C=CC(B(O)[OH:45])=CC=1)=C.C[N+]1([O-])CCOCC1.[CH3:55][C:56]([CH3:58])=[O:57], predict the reaction product. The product is: [Cl:1][C:2]1[CH:3]=[C:4]([NH:10][C:11](=[O:35])[C:12]([OH:34])([C:28]2[CH:33]=[CH:32][CH:31]=[CH:30][CH:29]=2)[CH2:13][C:14]2[CH:19]=[CH:18][CH:17]=[CH:16][C:15]=2[C:20]2[CH:25]=[CH:24][C:55]([CH:56]([OH:57])[CH2:58][OH:45])=[CH:22][CH:21]=2)[CH:5]=[CH:6][C:7]=1[C:8]#[N:9]. (4) Given the reactants [Cl:1][C:2]1[CH:3]=[C:4]([C@@:9]2([CH2:23][OH:24])[O:15][CH2:14][CH2:13][N:12](C(OC(C)(C)C)=O)[CH2:11][CH2:10]2)[CH:5]=[CH:6][C:7]=1[Cl:8].Br[CH2:26][CH2:27][O:28][Si](C(C)(C)C)(C)C, predict the reaction product. The product is: [ClH:1].[Cl:1][C:2]1[CH:3]=[C:4]([C@@:9]2([CH2:23][O:24][CH2:26][CH2:27][OH:28])[O:15][CH2:14][CH2:13][NH:12][CH2:11][CH2:10]2)[CH:5]=[CH:6][C:7]=1[Cl:8]. (5) The product is: [C:24]([O:23][C:21]([N:28]1[CH2:33][CH2:32][N:31]([C:16]2[CH:17]=[CH:18][C:13]([C:12](=[O:20])[NH:11][C:8]3[CH:9]=[CH:10][C:5]([C:1]([CH3:4])([CH3:3])[CH3:2])=[CH:6][CH:7]=3)=[CH:14][N:15]=2)[CH2:30][CH2:29]1)=[O:22])([CH3:27])([CH3:25])[CH3:26]. Given the reactants [C:1]([C:5]1[CH:10]=[CH:9][C:8]([NH:11][C:12](=[O:20])[C:13]2[CH:18]=[CH:17][C:16](Cl)=[N:15][CH:14]=2)=[CH:7][CH:6]=1)([CH3:4])([CH3:3])[CH3:2].[C:21]([N:28]1[CH2:33][CH2:32][NH:31][CH2:30][CH2:29]1)([O:23][C:24]([CH3:27])([CH3:26])[CH3:25])=[O:22].C(OC(N1CCN(C2C=CC(C(=O)NC3C=CC(C)=C(I)C=3)=CN=2)CC1)=O)(C)(C)C, predict the reaction product. (6) The product is: [CH2:1]([CH:3]1[CH2:8][CH:7]([OH:6])[CH2:9][CH:4]1[C:5]([NH:12][NH:11][C:13]1[N:14]=[C:15]2[CH:21]=[CH:20][N:19]([S:22]([C:25]3[CH:31]=[CH:30][C:28]([CH3:29])=[CH:27][CH:26]=3)(=[O:24])=[O:23])[C:16]2=[N:17][CH:18]=1)=[O:10])[CH3:2]. Given the reactants [CH2:1]([C@@H:3]1[CH2:8][C@H:7]2[CH2:9][C@@H:4]1[C:5](=[O:10])[O:6]2)[CH3:2].[NH:11]([C:13]1[N:14]=[C:15]2[CH:21]=[CH:20][N:19]([S:22]([C:25]3[CH:31]=[CH:30][C:28]([CH3:29])=[CH:27][CH:26]=3)(=[O:24])=[O:23])[C:16]2=[N:17][CH:18]=1)[NH2:12].C[Al](C)C.Cl, predict the reaction product. (7) Given the reactants F[C:2]1[CH:9]=[C:8]([N:10]2[C:22]3[CH:21]=[CH:20][CH:19]=[C:18]([C:23]4[NH:27][C:26]5[CH:28]=[C:29]([F:32])[CH:30]=[CH:31][C:25]=5[N:24]=4)[C:17]=3[C:16]3[C:11]2=[CH:12][CH:13]=[CH:14][CH:15]=3)[CH:7]=[CH:6][C:3]=1[C:4]#[N:5].C(=O)([O-])[O-].[K+].[K+].[NH2:39][CH2:40][C:41]1[CH:42]=[N:43][CH:44]=[CH:45][CH:46]=1.[OH-:47].[Na+].OO, predict the reaction product. The product is: [F:32][C:29]1[CH:30]=[CH:31][C:25]2[N:24]=[C:23]([C:18]3[C:17]4[C:16]5[C:11](=[CH:12][CH:13]=[CH:14][CH:15]=5)[N:10]([C:8]5[CH:7]=[CH:6][C:3]([C:4]([NH2:5])=[O:47])=[C:2]([NH:39][CH2:40][C:41]6[CH:42]=[N:43][CH:44]=[CH:45][CH:46]=6)[CH:9]=5)[C:22]=4[CH:21]=[CH:20][CH:19]=3)[NH:27][C:26]=2[CH:28]=1. (8) Given the reactants [Si]([O:8][CH2:9][C:10]1([C:33]2[CH:38]=[CH:37][CH:36]=[CH:35][CH:34]=2)[CH:14]=[C:13]([C:15]2[CH:20]=[C:19]([F:21])[CH:18]=[CH:17][C:16]=2[F:22])[CH2:12][N:11]1[C:23]([N:25]([CH3:32])[CH:26]1[CH2:31][CH2:30][NH:29][CH2:28][CH2:27]1)=[O:24])(C(C)(C)C)(C)C.Br[CH2:40][CH2:41][F:42].[H-].[Na+].[Br-].FC(F)(F)C(O)=O, predict the reaction product. The product is: [F:22][C:16]1[CH:17]=[CH:18][C:19]([F:21])=[CH:20][C:15]=1[C:13]1[CH2:12][N:11]([C:23]([N:25]([CH:26]2[CH2:27][CH2:28][N:29]([CH2:40][CH2:41][F:42])[CH2:30][CH2:31]2)[CH3:32])=[O:24])[C@:10]([CH2:9][OH:8])([C:33]2[CH:38]=[CH:37][CH:36]=[CH:35][CH:34]=2)[CH:14]=1.